This data is from HIV replication inhibition screening data with 41,000+ compounds from the AIDS Antiviral Screen. The task is: Binary Classification. Given a drug SMILES string, predict its activity (active/inactive) in a high-throughput screening assay against a specified biological target. (1) The result is 0 (inactive). The drug is Cc1ccc(N=Nc2c(O)nc3ccccc3c2O)c(S(=O)(=O)N(C)C)c1. (2) The drug is S=C(Nc1ccc(Br)cn1)NC12CC3CC(CC(C3)C1)C2. The result is 0 (inactive). (3) The drug is CC(=O)C(=NNc1ccc(Cl)cc1)C(C)=Nc1ccc(C)cc1. The result is 0 (inactive). (4) The drug is O=c1ccc2cc3ccoc3c(OCCCCCCCCCCCCOc3c4occc4cc4ccc(=O)oc34)c2o1. The result is 0 (inactive). (5) The molecule is COc1ccc(OC)c2c(C(=O)O)c(C(C)c3ccccc3)ccc12. The result is 0 (inactive). (6) The molecule is NN=C1C(=O)N(C2CCCCCC2)C(=O)C1C(=O)NC1CCCCCC1. The result is 0 (inactive).